Predict the reactants needed to synthesize the given product. From a dataset of Full USPTO retrosynthesis dataset with 1.9M reactions from patents (1976-2016). (1) Given the product [NH2:7][C@@H:8]1[CH2:9][CH2:10][C@H:11]([NH:14][C:15]([C:17]2[N:18]=[C:19]3[CH:24]=[CH:23][CH:22]=[CH:21][N:20]3[CH:25]=2)=[O:16])[CH2:12][CH2:13]1, predict the reactants needed to synthesize it. The reactants are: C(OC(=O)[NH:7][C@H:8]1[CH2:13][CH2:12][C@@H:11]([NH:14][C:15]([C:17]2[N:18]=[C:19]3[CH:24]=[CH:23][CH:22]=[CH:21][N:20]3[CH:25]=2)=[O:16])[CH2:10][CH2:9]1)(C)(C)C. (2) Given the product [NH2:25][CH2:24][CH2:23][CH2:22][C:21]([NH:20][C:14]1[S:13][C:12]([NH:11][C:2]2[CH:3]=[CH:4][C:5]3[C:10](=[CH:9][CH:8]=[CH:7][CH:6]=3)[CH:1]=2)=[N:16][C:15]=1[C:17]([NH2:19])=[O:18])=[O:36], predict the reactants needed to synthesize it. The reactants are: [CH:1]1[C:10]2[C:5](=[CH:6][CH:7]=[CH:8][CH:9]=2)[CH:4]=[CH:3][C:2]=1[NH:11][C:12]1[S:13][C:14]([NH:20][C:21](=[O:36])[CH2:22][CH2:23][CH2:24][N:25]2C(=O)C3=CC=CC=C3C2=O)=[C:15]([C:17]([NH2:19])=[O:18])[N:16]=1.CN. (3) Given the product [CH3:46][N:45]1[C:41]2[CH:40]=[CH:39][C:50]([B:9]3[O:10][C:11]([CH3:16])([CH3:17])[C:12]([CH3:14])([CH3:15])[O:13]3)=[CH:49][C:42]=2[N:43]([CH3:48])[C:44]1=[O:47], predict the reactants needed to synthesize it. The reactants are: [CH3:16][C:11]1([CH3:17])[C:12]([CH3:15])([CH3:14])[O:13][B:9]([B:9]2[O:13][C:12]([CH3:15])([CH3:14])[C:11]([CH3:17])([CH3:16])[O:10]2)[O:10]1.C(OOC(=O)C1C=CC=CC=1)(=O)C1C=CC=CC=1.Cl.N[C:39]1[CH:50]=[CH:49][C:42]2[N:43]([CH3:48])[C:44](=[O:47])[N:45]([CH3:46])[C:41]=2[CH:40]=1.N(OC(C)(C)C)=O. (4) Given the product [Cl:18][C:13]1[CH:12]=[C:11]([C:22]2[CH:27]=[C:26]([F:28])[CH:25]=[CH:24][C:23]=2[NH:29][C:30]([C:32]2[C:33]([CH:38]([F:39])[F:40])=[N:34][N:35]([CH3:37])[CH:36]=2)=[O:31])[CH:16]=[CH:15][C:14]=1[Cl:17], predict the reactants needed to synthesize it. The reactants are: [Cl:17][C:14]1[CH:15]=[C:16](B([C:11]2[CH:16]=[CH:15][C:14]([Cl:17])=[C:13]([Cl:18])[CH:12]=2)O)[CH:11]=[CH:12][C:13]=1[Cl:18].[OH-].[Na+].Br[C:22]1[CH:27]=[C:26]([F:28])[CH:25]=[CH:24][C:23]=1[NH:29][C:30]([C:32]1[C:33]([CH:38]([F:40])[F:39])=[N:34][N:35]([CH3:37])[CH:36]=1)=[O:31].F[B-](F)(F)F.C([PH+](C(C)(C)C)C(C)(C)C)(C)(C)C. (5) Given the product [Br-:24].[F:1][C:2]1[CH:7]=[CH:6][C:5]([C:8]2[C:12]([C:13]3[CH:18]=[CH:17][CH:16]=[CH:15][N:14]=3)=[CH:11][N:10]([CH:19]([CH3:21])[CH3:20])[C:9]=2[CH2:22][P+:31]([C:32]2[CH:33]=[CH:34][CH:35]=[CH:36][CH:37]=2)([C:38]2[CH:43]=[CH:42][CH:41]=[CH:40][CH:39]=2)[C:25]2[CH:26]=[CH:27][CH:28]=[CH:29][CH:30]=2)=[CH:4][CH:3]=1, predict the reactants needed to synthesize it. The reactants are: [F:1][C:2]1[CH:7]=[CH:6][C:5]([C:8]2[C:12]([C:13]3[CH:18]=[CH:17][CH:16]=[CH:15][N:14]=3)=[CH:11][N:10]([CH:19]([CH3:21])[CH3:20])[C:9]=2[CH2:22]O)=[CH:4][CH:3]=1.[BrH:24].[C:25]1([P:31]([C:38]2[CH:43]=[CH:42][CH:41]=[CH:40][CH:39]=2)[C:32]2[CH:37]=[CH:36][CH:35]=[CH:34][CH:33]=2)[CH:30]=[CH:29][CH:28]=[CH:27][CH:26]=1.Cl. (6) Given the product [O:1]=[C:2]1[NH:6][C:5]2[CH:7]=[C:8]([CH:11]=[O:14])[CH:9]=[CH:10][C:4]=2[O:3]1, predict the reactants needed to synthesize it. The reactants are: [O:1]=[C:2]1[NH:6][C:5]2[CH:7]=[C:8]([C:11]#N)[CH:9]=[CH:10][C:4]=2[O:3]1.C(O)=[O:14].